From a dataset of Drug-target binding data from BindingDB using Ki measurements. Regression. Given a target protein amino acid sequence and a drug SMILES string, predict the binding affinity score between them. We predict pKi (pKi = -log10(Ki in M); higher means stronger inhibition). Dataset: bindingdb_ki. (1) The compound is CN1Cc2c(C(=O)OC(C)(C)C)ncn2-c2ccc(C#C[Si](C)(C)C)cc2C1=O. The target protein (P19969) has sequence MDNGMLSRFIMTKTLLVFCISMTLSSHFGFSQMPTSSVQDETNDNITIFTRILDGLLDGYDNRLRPGLGERITQVRTDIYVTSFGPVSDTEMEYTIDVFFRQSWKDERLRFKGPMQRLPLNNLLASKIWTPDTFFHNGKKSIAHNMTTPNKLLRLEDDGTLLYTMRLTISAECPMQLEDFPMDAHACPLKFGSYAYPNSEVVYVWTNGSTKSVVVAEDGSRLNQYHLMGQTVGTENISTSTGEYTIMTAHFHLKRKIGYFVIQTYLPCIMTVILSQVSFWLNRESVPARTVFGVTTVLTMTTLSISARNSLPKVAYATAMDWFIAVCYAFVFSALIEFATVNYFTKRGWAWDGKKALEAAKIKKKERELILNKSTNAFTTGKLTHPPNIPKEQLPGGTGNAVGTASIRASEEKTSESKKTYNSISKIDKMSRIVFPILFGTFNLVYWATYLNREPVIKGATSPK. The pKi is 9.0. (2) The small molecule is O=C(C(=O)c1ccc(F)cc1)c1ccc(F)cc1. The target protein (P12337) has sequence MWLCALALASLAACTAWGHPSAPPVVDTVHGKVLGKFVSLEGFAQPVAVFLGVPFAKPPLGSLRFAPPQPAESWSHVKNTTSYPPMCSQDAVSGHMLSELFTNRKENIPLKFSEDCLYLNIYTPADLTKRGRLPVMVWIHGGGLMVGGASTYDGLALSAHENVVVVTIQYRLGIWGFFSTGDEHSRGNWGHLDQVAALRWVQDNIANFGGDPGSVTIFGESAGGQSVSILLLSPLTKNLFHRAISESGVALLSSLFRKNTKSLAEKIAIEAGCKTTTSAVMVHCLRQKTEEELMEVTLKMKFMALDLVGDPKENTAFLTTVIDGVLLPKAPAEILAEKKYNMLPYMVGINQQEFGWIIPMQMLGYPLSEGKLDQKTATELLWKSYPIVNVSKELTPVATEKYLGGTDDPVKKKDLFLDMLADLLFGVPSVNVARHHRDAGAPTYMYEYRYRPSFSSDMRPKTVIGDHGDEIFSVLGAPFLKEGATEEEIKLSKMVMKYWA.... The pKi is 6.4. (3) The drug is Clc1ccc(C(c2ccc(Cl)cc2)c2cncnc2)cc1. The target protein (P22443) has sequence MFLEMLNPMHYNVTIMVPETVPVSAMPLLLIMGLLLLIRNCESSSSIPGPGYCLGIGPLISHGRFLWMGIGSACNYYNKMYGEFMRVWISGEETLIISKSSSMVHVMKHSNYISRFGSKRGLQCIGMHENGIIFNNNPSLWRTVRPFFMKALTGPGLIRMVEVCVESIKQHLDRLGDVTDNSGYVDVVTLMRHIMLDTSNTLFLGIPLDESSIVKKIQGYFNAWQALLIKPNIFFKISWLYRKYERSVKDLKDEIEILVEKKRQKVSSAEKLEDCMDFATDLIFAERRGDLTKENVNQCILEMLIAAPDTMSVTLYVMLLLIAEYPEVETAILKEIHTVVGDRDIRIGDVQNLKVVENFINESLRYQPVVDLVMRRALEDDVIDGYPVKKGTNIILNIGRMHRLEYFPKPNEFTLENFEKNVPYRYFQPFGFGPRSCAGKYIAMVMMKVVLVTLLKRFHVKTLQKRCIENMPKNNDLSLHLDEDSPIVEIIFRHIFNTPF.... The pKi is 7.5. (4) The target protein (P21932) has sequence MTEDQGFSDPEYSAEYSAEYSVSLPSDPDRGVGRTHEISVRNSGSCLCLPRFMRLTFVPESLENLYQTYFKRQRHETLLVLVVFAALFDCYVVVMCAVVFSSDKLAPLMVAGVGLVLDIILFVLCKKGLLPDRVSRKVVPYLLWLLITAQIFSYLGLNFSRAHAASDTVGWQAFFVFSFFITLPLSLSPIVIISVVSCVVHTLVLGVTVAQQQQDELEGMQLLREILANVFLYLCAIIVGIMSYYMADRKHRKAFLEARQSLEVKMNLEEQSQQQENLMLSILPKHVADEMLKDMKKDESQKDQQQFNTMYMYRHENVSILFADIVGFTQLSSACSAQELVKLLNELFARFDKLAAKYHQLRIKILGDCYYCICGLPDYREDHAVCSILMGLAMVEAISYVREKTKTGVDMRVGVHTGTVLGGVLGQKRWQYDVWSTDVTVANKMEAGGIPGRVHISQSTMDCLKGEFDVEPGDGGSRCDYLDEKGIETYLIIASKPEVK.... The pKi is 5.0. The drug is Oc1cc2c(cc1O)[C@@H]1c3ccccc3CN[C@@H]1CC2.